Predict which catalyst facilitates the given reaction. From a dataset of Catalyst prediction with 721,799 reactions and 888 catalyst types from USPTO. (1) Product: [F:28][C:2]([F:1])([F:27])[C@@H:3]([C:6]1[CH:7]=[CH:8][C:9]([N:12]2[CH2:25][CH2:24][C:14]3([CH2:23][CH2:22][C:17](=[O:18])[CH2:16][CH2:15]3)[C:13]2=[O:26])=[CH:10][CH:11]=1)[O:4][CH3:5]. Reactant: [F:1][C:2]([F:28])([F:27])[C@@H:3]([C:6]1[CH:11]=[CH:10][C:9]([N:12]2[CH2:25][CH2:24][C:14]3([CH2:23][CH2:22][C:17]4(OCC[O:18]4)[CH2:16][CH2:15]3)[C:13]2=[O:26])=[CH:8][CH:7]=1)[O:4][CH3:5].Cl.C([O-])([O-])=O.[Na+].[Na+]. The catalyst class is: 7. (2) Reactant: [F:1][C:2]([F:13])([F:12])[C:3]1[CH:8]=[CH:7][C:6]([C:9](=[S:11])[NH2:10])=[CH:5][CH:4]=1.[CH2:14]([O:16][C:17](=[O:24])[CH2:18][C:19](=O)[CH:20](Br)[CH3:21])[CH3:15]. Product: [CH2:14]([O:16][C:17](=[O:24])[CH2:18][C:19]1[N:10]=[C:9]([C:6]2[CH:7]=[CH:8][C:3]([C:2]([F:12])([F:1])[F:13])=[CH:4][CH:5]=2)[S:11][C:20]=1[CH3:21])[CH3:15]. The catalyst class is: 8. (3) Reactant: [Cl:1][C:2]1[CH:7]=[CH:6][C:5]([C:8]2[CH:13]=[CH:12][CH:11]=[C:10]([OH:14])[CH:9]=2)=[CH:4][C:3]=1[C:15]([NH:17][CH2:18][C:19]12[CH2:28][CH:23]3[CH2:24][CH:25]([CH2:27][CH:21]([CH2:22]3)[CH2:20]1)[CH2:26]2)=[O:16].Cl[C@H:30]([CH3:35])[C:31]([O:33][CH3:34])=[O:32].C(=O)([O-])[O-].[K+].[K+]. Product: [Cl:1][C:2]1[CH:7]=[CH:6][C:5]([C:8]2[CH:13]=[CH:12][CH:11]=[C:10]([O:14][C@@H:30]([CH3:35])[C:31]([O:33][CH3:34])=[O:32])[CH:9]=2)=[CH:4][C:3]=1[C:15]([NH:17][CH2:18][C:19]12[CH2:20][CH:21]3[CH2:22][CH:23]([CH2:24][CH:25]([CH2:27]3)[CH2:26]1)[CH2:28]2)=[O:16]. The catalyst class is: 21.